This data is from Full USPTO retrosynthesis dataset with 1.9M reactions from patents (1976-2016). The task is: Predict the reactants needed to synthesize the given product. (1) Given the product [CH:19]1([N:25]2[C:29]([NH:30][C:31]([NH:18][C@H:10]3[C@H:9]([C:4]4[CH:5]=[CH:6][C:7]([F:8])=[C:2]([F:1])[CH:3]=4)[CH2:13][N:12]([CH2:14][CH2:15][O:16][CH3:17])[CH2:11]3)=[O:32])=[C:28]([CH3:40])[C:27]([CH3:41])=[N:26]2)[CH2:20][CH2:21][CH2:22][CH2:23][CH2:24]1, predict the reactants needed to synthesize it. The reactants are: [F:1][C:2]1[CH:3]=[C:4]([C@@H:9]2[CH2:13][N:12]([CH2:14][CH2:15][O:16][CH3:17])[CH2:11][C@H:10]2[NH2:18])[CH:5]=[CH:6][C:7]=1[F:8].[CH:19]1([N:25]2[C:29]([NH:30][C:31](=O)[O:32]C3C=CC=CC=3)=[C:28]([CH3:40])[C:27]([CH3:41])=[N:26]2)[CH2:24][CH2:23][CH2:22][CH2:21][CH2:20]1.CCN(C(C)C)C(C)C. (2) Given the product [Cl:1][C:2]1[N:11]=[C:10]([O:14][CH3:13])[C:9]2[C:4](=[CH:5][CH:6]=[CH:7][CH:8]=2)[N:3]=1, predict the reactants needed to synthesize it. The reactants are: [Cl:1][C:2]1[N:11]=[C:10](Cl)[C:9]2[C:4](=[CH:5][CH:6]=[CH:7][CH:8]=2)[N:3]=1.[CH3:13][O-:14].[Na+].